Dataset: Forward reaction prediction with 1.9M reactions from USPTO patents (1976-2016). Task: Predict the product of the given reaction. (1) Given the reactants C(=O)(OC(C)(C)C)[O:2][C:3]1[N:7]([C:8]2[CH:13]=[CH:12][CH:11]=[CH:10][N:9]=2)[N:6]=[C:5]([C:14]2[CH:19]=[CH:18][CH:17]=[CH:16][C:15]=2[C:20]2[CH:25]=[CH:24][CH:23]=[C:22]([C:26]3[CH:31]=[CH:30][CH:29]=[CH:28][CH:27]=3)[CH:21]=2)[CH:4]=1.C(=O)(OC(C)(C)C)OC1N(C2C=CC=CN=2)N=C(C2C=CC(C3C=CC=CC=3)=CC=2)C=1, predict the reaction product. The product is: [C:26]1([C:22]2[CH:21]=[C:20]([C:15]3[CH:16]=[CH:17][CH:18]=[CH:19][C:14]=3[C:5]3[CH:4]=[C:3]([OH:2])[N:7]([C:8]4[CH:13]=[CH:12][CH:11]=[CH:10][N:9]=4)[N:6]=3)[CH:25]=[CH:24][CH:23]=2)[CH:31]=[CH:30][CH:29]=[CH:28][CH:27]=1. (2) Given the reactants C(N(CC)C([CH2:6][C:7]1[CH:8]=[CH:9][CH:10]=[C:11]2[C:15]=1[NH:14][CH:13]=[C:12]2[CH2:16][CH2:17][NH:18][C@@H:19]([CH3:29])[C@H:20]([OH:28])[C:21]1[CH:26]=[CH:25][C:24]([OH:27])=[CH:23][CH:22]=1)=O)C.P([O-])([O-])(O)=O.[Na+].[Na+].F[B-](F)(F)F.[CH2:44]([O+:46](CC)CC)[CH3:45].C(Cl)Cl.C(=O)([O-])[OH:55].[Na+], predict the reaction product. The product is: [OH:28][C@H:20]([C:21]1[CH:26]=[CH:25][C:24]([OH:27])=[CH:23][CH:22]=1)[C@@H:19]([NH:18][CH2:17][CH2:16][C:12]1[C:11]2[C:15](=[C:7]([C:6]([O:46][CH2:44][CH3:45])=[O:55])[CH:8]=[CH:9][CH:10]=2)[NH:14][CH:13]=1)[CH3:29]. (3) Given the reactants C([O:3][P:4]([C:9]([C:12]1[CH:17]=[CH:16][C:15]([CH2:18][N:19]([C:27]2[O:28][C:29]([C:32]3[CH:37]=[CH:36][C:35]([C:38](=[O:40])[NH2:39])=[CH:34][CH:33]=3)=[CH:30][N:31]=2)[C:20]2[CH:25]=[CH:24][C:23]([F:26])=[CH:22][CH:21]=2)=[CH:14][C:13]=1[Br:41])([F:11])[F:10])(=[O:8])[O:5]CC)C.C[Si](N([Si](C)(C)C)C(=O)C(F)(F)F)(C)C, predict the reaction product. The product is: [Br:41][C:13]1[CH:14]=[C:15]([CH2:18][N:19]([C:27]2[O:28][C:29]([C:32]3[CH:33]=[CH:34][C:35]([C:38](=[O:40])[NH2:39])=[CH:36][CH:37]=3)=[CH:30][N:31]=2)[C:20]2[CH:21]=[CH:22][C:23]([F:26])=[CH:24][CH:25]=2)[CH:16]=[CH:17][C:12]=1[C:9]([P:4](=[O:3])([OH:8])[OH:5])([F:10])[F:11].